From a dataset of Reaction yield outcomes from USPTO patents with 853,638 reactions. Predict the reaction yield, written as a fraction of the theoretical maximum amount of product (1.0 means a 100% yield; for example, 0.34 means a 34% yield). (1) The catalyst is CO. The reactants are C([O:5][C:6](=[O:45])[CH2:7][CH:8]([OH:44])[CH2:9][CH:10]([OH:43])[CH2:11][CH2:12][C:13]1[N:14]([CH:40]([CH3:42])[CH3:41])[C:15]([C:31](=[O:39])[NH:32][C:33]2[CH:38]=[CH:37][CH:36]=[CH:35][CH:34]=2)=[C:16]([C:25]2[CH:30]=[CH:29][CH:28]=[CH:27][N:26]=2)[C:17]=1[C:18]1[CH:23]=[CH:22][C:21]([F:24])=[CH:20][CH:19]=1)(C)(C)C.[OH-].[Na+:47]. The yield is 0.940. The product is [Na+:47].[F:24][C:21]1[CH:20]=[CH:19][C:18]([C:17]2[C:16]([C:25]3[CH:30]=[CH:29][CH:28]=[CH:27][N:26]=3)=[C:15]([C:31](=[O:39])[NH:32][C:33]3[CH:38]=[CH:37][CH:36]=[CH:35][CH:34]=3)[N:14]([CH:40]([CH3:42])[CH3:41])[C:13]=2[CH2:12][CH2:11][C@@H:10]([OH:43])[CH2:9][C@@H:8]([OH:44])[CH2:7][C:6]([O-:45])=[O:5])=[CH:23][CH:22]=1. (2) The reactants are Br[C:2]1[N:7]=[CH:6][C:5]2[C:8]([N:14]3[CH2:18][CH2:17][O:16][C:15]3=[O:19])=[N:9][N:10]([CH:11]([CH3:13])[CH3:12])[C:4]=2[CH:3]=1.C1(P(C2C=CC=CC=2)C2C3OC4C(=CC=CC=4P(C4C=CC=CC=4)C4C=CC=CC=4)C(C)(C)C=3C=CC=2)C=CC=CC=1.C(=O)([O-])[O-].[Cs+].[Cs+].[CH:68]1([S:71]([N:74]2[CH:78]=[C:77]([C:79]3[N:84]=[C:83]([NH2:85])[CH:82]=[CH:81][N:80]=3)[CH:76]=[N:75]2)(=[O:73])=[O:72])[CH2:70][CH2:69]1. The catalyst is O1CCOCC1.C1C=CC(/C=C/C(/C=C/C2C=CC=CC=2)=O)=CC=1.C1C=CC(/C=C/C(/C=C/C2C=CC=CC=2)=O)=CC=1.C1C=CC(/C=C/C(/C=C/C2C=CC=CC=2)=O)=CC=1.[Pd].[Pd]. The product is [CH:68]1([S:71]([N:74]2[CH:78]=[C:77]([C:79]3[N:84]=[C:83]([NH:85][C:2]4[N:7]=[CH:6][C:5]5[C:8]([N:14]6[CH2:18][CH2:17][O:16][C:15]6=[O:19])=[N:9][N:10]([CH:11]([CH3:13])[CH3:12])[C:4]=5[CH:3]=4)[CH:82]=[CH:81][N:80]=3)[CH:76]=[N:75]2)(=[O:72])=[O:73])[CH2:70][CH2:69]1. The yield is 0.110. (3) The reactants are [CH2:1]([C@@H:8]1[CH2:12][O:11][C:10](=[O:13])[N:9]1[C:14](=[O:36])[C@H:15]([CH2:19][C:20]1[C:25]([Cl:26])=[CH:24][C:23]([O:27][CH2:28][C:29]2[CH:34]=[CH:33][CH:32]=[CH:31][CH:30]=2)=[CH:22][C:21]=1[Cl:35])[CH2:16][CH:17]=C)[C:2]1[CH:7]=[CH:6][CH:5]=[CH:4][CH:3]=1.C1C[O:40]CC1.C(O)(C)(C)C.I([O-])(=O)(=O)=O.[Na+]. The catalyst is [Os](=O)(=O)(=O)=O.O. The product is [CH2:1]([C@@H:8]1[CH2:12][O:11][C:10](=[O:13])[N:9]1[C:14](=[O:36])[C@H:15]([CH2:19][C:20]1[C:25]([Cl:26])=[CH:24][C:23]([O:27][CH2:28][C:29]2[CH:34]=[CH:33][CH:32]=[CH:31][CH:30]=2)=[CH:22][C:21]=1[Cl:35])[CH2:16][CH:17]=[O:40])[C:2]1[CH:3]=[CH:4][CH:5]=[CH:6][CH:7]=1. The yield is 0.480. (4) The reactants are Br[C:2]1[N:7]=[N:6][C:5]([NH2:8])=[N:4][C:3]=1[C:9]1[CH:14]=[CH:13][C:12]([F:15])=[CH:11][CH:10]=1.[CH3:16][CH:17]1[O:22][CH:21]([CH3:23])[CH2:20][NH:19][CH2:18]1. No catalyst specified. The product is [CH3:23][CH:21]1[O:22][CH:17]([CH3:16])[CH2:18][N:19]([C:2]2[N:7]=[N:6][C:5]([NH2:8])=[N:4][C:3]=2[C:9]2[CH:14]=[CH:13][C:12]([F:15])=[CH:11][CH:10]=2)[CH2:20]1. The yield is 0.200. (5) The reactants are [CH2:1]([O:3][C:4]1[CH:5]=[C:6]([CH:9]=[CH:10][C:11]=1[OH:12])[CH:7]=[O:8])[CH3:2].Cl[C:14]1[CH:21]=[CH:20][C:17]([C:18]#[N:19])=[CH:16][N:15]=1.C(=O)([O-])[O-].[K+].[K+]. The catalyst is CC(N(C)C)=O. The product is [CH2:1]([O:3][C:4]1[CH:5]=[C:6]([CH:7]=[O:8])[CH:9]=[CH:10][C:11]=1[O:12][C:14]1[CH:21]=[CH:20][C:17]([C:18]#[N:19])=[CH:16][N:15]=1)[CH3:2]. The yield is 0.930.